Dataset: NCI-60 drug combinations with 297,098 pairs across 59 cell lines. Task: Regression. Given two drug SMILES strings and cell line genomic features, predict the synergy score measuring deviation from expected non-interaction effect. Synergy scores: CSS=19.5, Synergy_ZIP=-7.25, Synergy_Bliss=-3.39, Synergy_Loewe=-2.33, Synergy_HSA=-0.129. Cell line: PC-3. Drug 2: CCN(CC)CCCC(C)NC1=C2C=C(C=CC2=NC3=C1C=CC(=C3)Cl)OC. Drug 1: CC1=C(N=C(N=C1N)C(CC(=O)N)NCC(C(=O)N)N)C(=O)NC(C(C2=CN=CN2)OC3C(C(C(C(O3)CO)O)O)OC4C(C(C(C(O4)CO)O)OC(=O)N)O)C(=O)NC(C)C(C(C)C(=O)NC(C(C)O)C(=O)NCCC5=NC(=CS5)C6=NC(=CS6)C(=O)NCCC[S+](C)C)O.